This data is from Full USPTO retrosynthesis dataset with 1.9M reactions from patents (1976-2016). The task is: Predict the reactants needed to synthesize the given product. (1) Given the product [CH3:15][O:16][C:17]1[CH:18]=[C:19]2[C:24](=[CH:25][C:26]=1[O:27][CH3:28])[N:23]=[CH:22][CH:21]=[C:20]2[O:29][C:30]1[CH:36]=[CH:35][C:33]([NH:34][C:13]([NH:12][C:10](=[O:11])[C:7]2[CH:6]=[CH:5][C:4]([N+:1]([O-:3])=[O:2])=[CH:9][CH:8]=2)=[S:14])=[C:32]([CH3:37])[CH:31]=1, predict the reactants needed to synthesize it. The reactants are: [N+:1]([C:4]1[CH:9]=[CH:8][C:7]([C:10]([N:12]=[C:13]=[S:14])=[O:11])=[CH:6][CH:5]=1)([O-:3])=[O:2].[CH3:15][O:16][C:17]1[CH:18]=[C:19]2[C:24](=[CH:25][C:26]=1[O:27][CH3:28])[N:23]=[CH:22][CH:21]=[C:20]2[O:29][C:30]1[CH:36]=[CH:35][C:33]([NH2:34])=[C:32]([CH3:37])[CH:31]=1.C1(C)C=CC=CC=1. (2) Given the product [OH:7][CH2:6][CH:5]([O:4][CH2:3][CH2:2][NH:1][C:10](=[O:11])[O:12][C:13]([CH3:16])([CH3:15])[CH3:14])[CH2:8][OH:9], predict the reactants needed to synthesize it. The reactants are: [NH2:1][CH2:2][CH2:3][O:4][CH:5]([CH2:8][OH:9])[CH2:6][OH:7].[C:10](O[C:10]([O:12][C:13]([CH3:16])([CH3:15])[CH3:14])=[O:11])([O:12][C:13]([CH3:16])([CH3:15])[CH3:14])=[O:11].[K]. (3) Given the product [Br:15][C:16]1[CH:21]=[CH:20][C:19]([NH:22][C:23]([NH:14][NH:13][C:11](=[O:12])[CH2:10][CH:8]2[CH2:7][N:6]([C:4]([CH:1]3[CH2:3][CH2:2]3)=[O:5])[CH2:9]2)=[O:24])=[CH:18][CH:17]=1, predict the reactants needed to synthesize it. The reactants are: [CH:1]1([C:4]([N:6]2[CH2:9][CH:8]([CH2:10][C:11]([NH:13][NH2:14])=[O:12])[CH2:7]2)=[O:5])[CH2:3][CH2:2]1.[Br:15][C:16]1[CH:21]=[CH:20][C:19]([N:22]=[C:23]=[O:24])=[CH:18][CH:17]=1. (4) Given the product [F:1][C:2]1[CH:3]=[CH:4][C:5]([C:8]2[CH:12]=[C:11]([CH2:13][NH:14][C:15]3[C:24]4[C:19](=[CH:20][CH:21]=[CH:22][N:23]=4)[N:18]=[CH:17][C:16]=3[NH2:25])[O:10][N:9]=2)=[CH:6][CH:7]=1, predict the reactants needed to synthesize it. The reactants are: [F:1][C:2]1[CH:7]=[CH:6][C:5]([C:8]2[CH:12]=[C:11]([CH2:13][NH:14][C:15]3[C:24]4[C:19](=[CH:20][CH:21]=[CH:22][N:23]=4)[N:18]=[CH:17][C:16]=3[N+:25]([O-])=O)[O:10][N:9]=2)=[CH:4][CH:3]=1. (5) Given the product [Br:17][C:14]1[CH:13]=[CH:12][C:11]([O:10][C:7]2[CH:6]=[CH:5][C:4]([CH2:3][N:2]([CH3:1])[CH2:18][C@H:19]3[CH2:23][CH2:22][CH2:21][NH:20]3)=[CH:9][CH:8]=2)=[CH:16][CH:15]=1, predict the reactants needed to synthesize it. The reactants are: [CH3:1][N:2]([CH2:18][C@H:19]1[CH2:23][CH2:22][CH2:21][N:20]1C(OC(C)(C)C)=O)[CH2:3][C:4]1[CH:9]=[CH:8][C:7]([O:10][C:11]2[CH:16]=[CH:15][C:14]([Br:17])=[CH:13][CH:12]=2)=[CH:6][CH:5]=1.Cl.